This data is from Reaction yield outcomes from USPTO patents with 853,638 reactions. The task is: Predict the reaction yield, written as a fraction of the theoretical maximum amount of product (1.0 means a 100% yield; for example, 0.34 means a 34% yield). (1) The reactants are [Cl:1][C:2]1[N:10]=[C:9]2[C:5]([N:6]=[CH:7][N:8]2[C@@H:11]2[O:24][C@:23]([CH3:35])([CH2:25][O:26]C(=O)C3C=CC=CC=3)[C@@H:13]([O:14]C(=O)C3C=CC=CC=3)[C@@H:12]2[F:36])=[C:4](Cl)[N:3]=1.[O:38]([CH3:40])[Na].C(O)(=O)C. The catalyst is CO. The product is [Cl:1][C:2]1[N:10]=[C:9]2[C:5]([N:6]=[CH:7][N:8]2[C@@H:11]2[O:24][C@:23]([CH3:35])([CH2:25][OH:26])[C@@H:13]([OH:14])[C@@H:12]2[F:36])=[C:4]([O:38][CH3:40])[N:3]=1. The yield is 0.930. (2) The reactants are [NH2:1][NH2:2].O[C:4]1[C:5]([OH:10])=[N:6][CH:7]=[CH:8][CH:9]=1. The yield is 0.780. The product is [NH:1]([C:9]1[CH:8]=[CH:7][NH:6][C:5](=[O:10])[CH:4]=1)[NH2:2]. The catalyst is COCCOC. (3) The reactants are [CH3:1][N:2]1[CH2:7][CH2:6][N:5]([CH2:8][C:9]2[N:13]3[CH:14]=[C:15]([O:18][C@H:19]4[C:28]5[C:23](=[CH:24][CH:25]=[CH:26][CH:27]=5)[C@@H:22]([NH2:29])[CH2:21][CH2:20]4)[CH:16]=[CH:17][C:12]3=[N:11][N:10]=2)[CH2:4][CH:3]1[CH2:30][O:31][Si:32]([CH:39]([CH3:41])[CH3:40])([CH:36]([CH3:38])[CH3:37])[CH:33]([CH3:35])[CH3:34].ClC(Cl)(Cl)C[O:45][C:46](=O)[NH:47][C:48]1[N:49]([C:57]2[CH:62]=[CH:61][C:60]([CH3:63])=[CH:59][CH:58]=2)[N:50]=[C:51]([C:53]([CH3:56])([CH3:55])[CH3:54])[CH:52]=1.CCN(C(C)C)C(C)C. The catalyst is O1CCOCC1. The product is [C:53]([C:51]1[CH:52]=[C:48]([NH:47][C:46]([NH:29][C@@H:22]2[C:23]3[C:28](=[CH:27][CH:26]=[CH:25][CH:24]=3)[C@H:19]([O:18][C:15]3[CH:16]=[CH:17][C:12]4[N:13]([C:9]([CH2:8][N:5]5[CH2:6][CH2:7][N:2]([CH3:1])[CH:3]([CH2:30][O:31][Si:32]([CH:33]([CH3:35])[CH3:34])([CH:39]([CH3:41])[CH3:40])[CH:36]([CH3:38])[CH3:37])[CH2:4]5)=[N:10][N:11]=4)[CH:14]=3)[CH2:20][CH2:21]2)=[O:45])[N:49]([C:57]2[CH:62]=[CH:61][C:60]([CH3:63])=[CH:59][CH:58]=2)[N:50]=1)([CH3:56])([CH3:54])[CH3:55]. The yield is 0.510.